From a dataset of Reaction yield outcomes from USPTO patents with 853,638 reactions. Predict the reaction yield, written as a fraction of the theoretical maximum amount of product (1.0 means a 100% yield; for example, 0.34 means a 34% yield). (1) The reactants are [Si]([O:8][C@H:9]([C:41]1[CH:46]=[CH:45][C:44]([F:47])=[CH:43][CH:42]=1)[CH2:10][CH2:11][C@H:12]1[C:15](=[O:16])[N:14]([C:17]2[CH:22]=[CH:21][CH:20]=[CH:19][CH:18]=2)[C@@H:13]1[C:23]1[CH:28]=[CH:27][C:26]([C:29]2[CH:34]=[CH:33][CH:32]=[C:31]([P:35](=[O:40])([O:38]C)[O:36]C)[CH:30]=2)=[CH:25][CH:24]=1)(C(C)(C)C)(C)C.Br[Si](C)(C)C. The catalyst is ClCCl. The product is [F:47][C:44]1[CH:45]=[CH:46][C:41]([C@@H:9]([OH:8])[CH2:10][CH2:11][C@H:12]2[C:15](=[O:16])[N:14]([C:17]3[CH:18]=[CH:19][CH:20]=[CH:21][CH:22]=3)[C@@H:13]2[C:23]2[CH:28]=[CH:27][C:26]([C:29]3[CH:34]=[CH:33][CH:32]=[C:31]([P:35](=[O:36])([OH:40])[OH:38])[CH:30]=3)=[CH:25][CH:24]=2)=[CH:42][CH:43]=1. The yield is 0.990. (2) The reactants are [Cl:1][C:2]1[CH:10]=[C:9]2[C:5]([C:6]([CH2:18][C:19]3[CH:24]=[CH:23][CH:22]=[C:21]([Cl:25])[CH:20]=3)([CH:12]3[CH2:17][CH2:16][CH2:15][NH:14][CH2:13]3)[C:7](=[O:11])[NH:8]2)=[CH:4][CH:3]=1.C(N(CC)CC)C.[F:33][C:34]1[CH:39]=[CH:38][C:37]([N:40]=[C:41]=[O:42])=[CH:36][CH:35]=1. The catalyst is ClCCl. The product is [F:33][C:34]1[CH:39]=[CH:38][C:37]([NH:40][C:41]([N:14]2[CH2:15][CH2:16][CH2:17][CH:12]([C:6]3([CH2:18][C:19]4[CH:24]=[CH:23][CH:22]=[C:21]([Cl:25])[CH:20]=4)[C:5]4[C:9](=[CH:10][C:2]([Cl:1])=[CH:3][CH:4]=4)[NH:8][C:7]3=[O:11])[CH2:13]2)=[O:42])=[CH:36][CH:35]=1. The yield is 0.590. (3) The reactants are Cl[C:2]1[N:11]=[C:10]([NH:12][CH2:13][CH:14]([C:21]2[CH:26]=[CH:25][CH:24]=[CH:23][CH:22]=2)[C:15]2[CH:20]=[CH:19][CH:18]=[CH:17][CH:16]=2)[C:9]2[C:4](=[CH:5][CH:6]=[CH:7][CH:8]=2)[N:3]=1.[CH3:27][C:28]1[C:33](B(O)O)=[CH:32][N:31]2[CH:37]=[CH:38][N:39]=[C:30]2[CH:29]=1.N1C=CN2C=C(C3N=C(NCC(C4C=CC=CC=4)C4NC=CC=4)C4C(=CC=CC=4)N=3)C=CC=12. The catalyst is CCOC(C)=O. The product is [C:15]1([CH:14]([C:21]2[CH:26]=[CH:25][CH:24]=[CH:23][CH:22]=2)[CH2:13][NH:12][C:10]2[C:9]3[C:4](=[CH:5][CH:6]=[CH:7][CH:8]=3)[N:3]=[C:2]([C:33]3[C:28]([CH3:27])=[CH:29][C:30]4[N:31]([CH:37]=[CH:38][N:39]=4)[CH:32]=3)[N:11]=2)[CH:20]=[CH:19][CH:18]=[CH:17][CH:16]=1. The yield is 0.400. (4) The reactants are [CH3:1][O:2][C:3](=[O:17])[CH2:4][CH2:5][C:6]([C:8]1[CH:13]=[CH:12][C:11]([CH2:14][CH2:15][OH:16])=[CH:10][CH:9]=1)=O. The catalyst is CO.[Pd]. The product is [CH3:1][O:2][C:3](=[O:17])[CH2:4][CH2:5][CH2:6][C:8]1[CH:9]=[CH:10][C:11]([CH2:14][CH2:15][OH:16])=[CH:12][CH:13]=1. The yield is 0.390. (5) The reactants are [NH2:1][C:2]1[C:11]2[N:12]=[C:13]([CH2:39][CH2:40][O:41][CH3:42])[N:14]([CH2:15][CH2:16][CH2:17][N:18]([CH2:27][C:28]3[CH:29]=[C:30]([CH:36]=[CH:37][CH:38]=3)[O:31][CH2:32][C:33]([OH:35])=[O:34])[C:19](=[O:26])[CH2:20][N:21]([CH2:24][CH3:25])[CH2:22][CH3:23])[C:10]=2[C:9]2[CH:8]=[CH:7][CH:6]=[CH:5][C:4]=2[N:3]=1.C1(C)C=CC=CC=1.[O:50]1[CH2:55][CH2:54][CH:53](O)[CH2:52][CH2:51]1. The catalyst is CC#N. The product is [NH2:1][C:2]1[C:11]2[N:12]=[C:13]([CH2:39][CH2:40][O:41][CH3:42])[N:14]([CH2:15][CH2:16][CH2:17][N:18]([CH2:27][C:28]3[CH:29]=[C:30]([CH:36]=[CH:37][CH:38]=3)[O:31][CH2:32][C:33]([O:35][CH:53]3[CH2:54][CH2:55][O:50][CH2:51][CH2:52]3)=[O:34])[C:19](=[O:26])[CH2:20][N:21]([CH2:24][CH3:25])[CH2:22][CH3:23])[C:10]=2[C:9]2[CH:8]=[CH:7][CH:6]=[CH:5][C:4]=2[N:3]=1. The yield is 0.0600. (6) The yield is 0.680. The product is [ClH:26].[Cl:26][C:23]1[CH:24]=[CH:25][C:20]([O:19][C:16]2[CH:15]=[CH:14][C:13]([O:12][CH2:11][C@H:7]3[CH2:8][CH2:9][CH2:10][N:6]3[CH2:5][CH2:4][C:3]([OH:27])=[O:2])=[CH:18][CH:17]=2)=[CH:21][CH:22]=1. The reactants are C[O:2][C:3](=[O:27])[CH2:4][CH2:5][N:6]1[CH2:10][CH2:9][CH2:8][C@@H:7]1[CH2:11][O:12][C:13]1[CH:18]=[CH:17][C:16]([O:19][C:20]2[CH:25]=[CH:24][C:23]([Cl:26])=[CH:22][CH:21]=2)=[CH:15][CH:14]=1.Cl.O1CCOCC1. No catalyst specified. (7) The reactants are [CH3:1][O:2][C:3]1[C:4]2[C:15]([C:16]3[CH:21]=[CH:20][CH:19]=[CH:18][CH:17]=3)=[C:14]([C:22]3[CH:27]=[CH:26][C:25]([C:28]4([NH:32][C:33](=[O:39])[O:34][C:35]([CH3:38])([CH3:37])[CH3:36])[CH2:31][CH2:30][CH2:29]4)=[CH:24][CH:23]=3)[O:13][C:5]=2[N:6]=[C:7](S(C)(=O)=O)[N:8]=1.[NH:40]1[CH2:45][CH2:44][NH:43][CH2:42][CH2:41]1. The catalyst is C1(C)C=CC=CC=1. The product is [CH3:1][O:2][C:3]1[C:4]2[C:15]([C:16]3[CH:21]=[CH:20][CH:19]=[CH:18][CH:17]=3)=[C:14]([C:22]3[CH:27]=[CH:26][C:25]([C:28]4([NH:32][C:33](=[O:39])[O:34][C:35]([CH3:38])([CH3:37])[CH3:36])[CH2:31][CH2:30][CH2:29]4)=[CH:24][CH:23]=3)[O:13][C:5]=2[N:6]=[C:7]([N:40]2[CH2:45][CH2:44][NH:43][CH2:42][CH2:41]2)[N:8]=1. The yield is 0.870.